This data is from Catalyst prediction with 721,799 reactions and 888 catalyst types from USPTO. The task is: Predict which catalyst facilitates the given reaction. Reactant: Cl[P:2]([C:9]1[CH:14]=[CH:13][CH:12]=[CH:11][CH:10]=1)[C:3]1[CH:8]=[CH:7][CH:6]=[CH:5][CH:4]=1.C(N([CH2:20][CH3:21])CC)C.[CH3:22][O:23][CH2:24][CH2:25][CH2:26][NH2:27]. Product: [P:2]([N:27]([P:2]([C:21]1[CH:20]=[CH:14][CH:9]=[CH:10][CH:11]=1)[C:3]1[CH:8]=[CH:7][CH:6]=[CH:5][CH:4]=1)[CH2:26][CH2:25][CH2:24][O:23][CH3:22])([C:9]1[CH:14]=[CH:13][CH:12]=[CH:11][CH:10]=1)[C:3]1[CH:8]=[CH:7][CH:6]=[CH:5][CH:4]=1. The catalyst class is: 11.